Dataset: NCI-60 drug combinations with 297,098 pairs across 59 cell lines. Task: Regression. Given two drug SMILES strings and cell line genomic features, predict the synergy score measuring deviation from expected non-interaction effect. (1) Drug 1: CNC(=O)C1=CC=CC=C1SC2=CC3=C(C=C2)C(=NN3)C=CC4=CC=CC=N4. Drug 2: CCN(CC)CCCC(C)NC1=C2C=C(C=CC2=NC3=C1C=CC(=C3)Cl)OC. Cell line: NCI/ADR-RES. Synergy scores: CSS=20.6, Synergy_ZIP=-6.29, Synergy_Bliss=-3.85, Synergy_Loewe=-4.41, Synergy_HSA=-4.47. (2) Drug 1: C1=CC(=C2C(=C1NCCNCCO)C(=O)C3=C(C=CC(=C3C2=O)O)O)NCCNCCO. Drug 2: C(CC(=O)O)C(=O)CN.Cl. Cell line: T-47D. Synergy scores: CSS=26.7, Synergy_ZIP=-5.76, Synergy_Bliss=-3.78, Synergy_Loewe=-24.6, Synergy_HSA=-2.28.